From a dataset of Catalyst prediction with 721,799 reactions and 888 catalyst types from USPTO. Predict which catalyst facilitates the given reaction. (1) Reactant: [F:1][C:2]([F:48])([F:47])[C:3]1[CH:4]=[C:5]([CH:40]=[C:41]([C:43]([F:46])([F:45])[F:44])[CH:42]=1)[CH2:6][N:7]([CH2:14][C:15]1[CH:20]=[C:19]([C:21]([F:24])([F:23])[F:22])[CH:18]=[CH:17][C:16]=1[CH:25]([OH:39])[CH:26]1[CH2:31][CH2:30][N:29]([C:32]([O:34][C:35]([CH3:38])([CH3:37])[CH3:36])=[O:33])[CH2:28][CH2:27]1)[C:8]1[N:9]=[N:10][N:11]([CH3:13])[N:12]=1.[H-].[Na+].[CH3:51]I. Product: [F:44][C:43]([F:46])([F:45])[C:41]1[CH:40]=[C:5]([CH:4]=[C:3]([C:2]([F:47])([F:1])[F:48])[CH:42]=1)[CH2:6][N:7]([CH2:14][C:15]1[CH:20]=[C:19]([C:21]([F:22])([F:23])[F:24])[CH:18]=[CH:17][C:16]=1[CH:25]([O:39][CH3:51])[CH:26]1[CH2:31][CH2:30][N:29]([C:32]([O:34][C:35]([CH3:38])([CH3:37])[CH3:36])=[O:33])[CH2:28][CH2:27]1)[C:8]1[N:9]=[N:10][N:11]([CH3:13])[N:12]=1. The catalyst class is: 1. (2) Reactant: [CH2:1]([CH2:3][NH2:4])[OH:2].[CH:5]1([NH:8][C:9](=[O:39])[C:10]2[CH:15]=[CH:14][C:13]([CH3:16])=[C:12]([N:17]3[CH:22]=[CH:21][N:20]=[C:19]([NH:23][C:24]4([C:27]5[CH:32]=[CH:31][CH:30]=[CH:29][C:28]=5[O:33][CH2:34][C@H:35]5[CH2:37][O:36]5)[CH2:26][CH2:25]4)[C:18]3=[O:38])[CH:11]=2)[CH2:7][CH2:6]1. Product: [CH:5]1([NH:8][C:9](=[O:39])[C:10]2[CH:15]=[CH:14][C:13]([CH3:16])=[C:12]([N:17]3[CH:22]=[CH:21][N:20]=[C:19]([NH:23][C:24]4([C:27]5[CH:32]=[CH:31][CH:30]=[CH:29][C:28]=5[O:33][CH2:34][C@H:35]([OH:36])[CH2:37][NH:4][CH2:3][CH2:1][OH:2])[CH2:25][CH2:26]4)[C:18]3=[O:38])[CH:11]=2)[CH2:6][CH2:7]1. The catalyst class is: 3. (3) Reactant: [Cl:1][C:2]1[C:7]([Cl:8])=[CH:6][C:5]([Cl:9])=[CH:4][C:3]=1Br.BrCC.[Mg].C[O:16][B:17](OC)[O:18]C.Cl. The catalyst class is: 28. Product: [Cl:1][C:2]1[C:7]([Cl:8])=[CH:6][C:5]([Cl:9])=[CH:4][C:3]=1[B:17]([OH:18])[OH:16]. (4) Reactant: C[O:2][C:3](=[O:25])[C@H:4]([CH2:9][C:10]1[CH:15]=[CH:14][C:13]([CH2:16][C:17]([OH:19])=[O:18])=[C:12]([CH:20]2[S:24][CH2:23][CH2:22][S:21]2)[CH:11]=1)[NH:5][C:6](=[O:8])[CH3:7].O.[OH-].[Li+].Cl. Product: [S:21]1[CH2:22][CH2:23][S:24][CH:20]1[C:12]1[CH:11]=[C:10]([CH:15]=[CH:14][C:13]=1[CH2:16][C:17]([OH:19])=[O:18])[CH2:9][C@@H:4]([C:3]([OH:25])=[O:2])[NH:5][C:6](=[O:8])[CH3:7]. The catalyst class is: 20. (5) Reactant: [CH:1]1([NH:6][C:7]2[N:12]=[CH:11][N:10]=[C:9]([C:13]([OH:15])=O)[CH:8]=2)[CH2:5][CH2:4][CH2:3][CH2:2]1.[NH2:16][C:17]1[CH:22]=[CH:21][C:20]([OH:23])=[CH:19][CH:18]=1. Product: [CH:1]1([NH:6][C:7]2[N:12]=[CH:11][N:10]=[C:9]([C:13]([NH:16][C:17]3[CH:22]=[CH:21][C:20]([OH:23])=[CH:19][CH:18]=3)=[O:15])[CH:8]=2)[CH2:2][CH2:3][CH2:4][CH2:5]1. The catalyst class is: 10. (6) Reactant: [Cl:1][C:2]1[C:7]([CH3:8])=[C:6]([O:9][C@H:10]2[CH2:15][CH2:14][NH:13][CH2:12][C@H:11]2[F:16])[N:5]=[CH:4][N:3]=1.C(N(CC)CC)C.[C:24](=O)([O:30]C1C=CC([N+]([O-])=O)=CC=1)[O:25][C:26]1([CH3:29])[CH2:28][CH2:27]1. Product: [Cl:1][C:2]1[N:3]=[CH:4][N:5]=[C:6]([O:9][C@H:10]2[CH2:15][CH2:14][N:13]([C:24]([O:25][C:26]3([CH3:29])[CH2:28][CH2:27]3)=[O:30])[CH2:12][C@H:11]2[F:16])[C:7]=1[CH3:8]. The catalyst class is: 4. (7) Reactant: Cl[C:2]1[N:3]=[C:4]([OH:12])[C:5]2[CH:11]=[CH:10][N:9]=[CH:8][C:6]=2[N:7]=1.[CH3:13][CH2:14][O-:15].[Na+]. Product: [CH2:14]([O:15][C:2]1[N:3]=[C:4]([OH:12])[C:5]2[CH:11]=[CH:10][N:9]=[CH:8][C:6]=2[N:7]=1)[CH3:13]. The catalyst class is: 8. (8) Reactant: [OH:1][C:2]1[NH:7][C:6](=[O:8])[N:5]([CH2:9][C:10]2[CH:15]=[CH:14][CH:13]=[CH:12][CH:11]=2)[C:4](=[O:16])[C:3]=1[C:17]([NH:19][CH2:20][C:21]([O:23]CC)=[O:22])=[O:18].[F:26][C:27]([F:37])([F:36])[C:28]1[CH:35]=[CH:34][C:31]([CH2:32]Br)=[CH:30][CH:29]=1.C(=O)([O-])[O-].[Na+].[Na+].Cl. Product: [OH:1][C:2]1[N:7]([CH2:32][C:31]2[CH:34]=[CH:35][C:28]([C:27]([F:37])([F:36])[F:26])=[CH:29][CH:30]=2)[C:6](=[O:8])[N:5]([CH2:9][C:10]2[CH:15]=[CH:14][CH:13]=[CH:12][CH:11]=2)[C:4](=[O:16])[C:3]=1[C:17]([NH:19][CH2:20][C:21]([OH:23])=[O:22])=[O:18]. The catalyst class is: 9.